From a dataset of Catalyst prediction with 721,799 reactions and 888 catalyst types from USPTO. Predict which catalyst facilitates the given reaction. (1) Product: [NH2:1][C:2]1[C:7]([Cl:8])=[C:6]([O:9][CH2:22][CH:21]([O:24][CH3:25])[O:20][CH3:19])[CH:5]=[CH:4][C:3]=1[C:10](=[O:12])[CH3:11]. Reactant: [NH2:1][C:2]1[C:7]([Cl:8])=[C:6]([OH:9])[CH:5]=[CH:4][C:3]=1[C:10](=[O:12])[CH3:11].C(=O)([O-])[O-].[Cs+].[Cs+].[CH3:19][O:20][CH:21]([O:24][CH3:25])[CH2:22]Br.CCOC(C)=O. The catalyst class is: 18. (2) Reactant: [NH2:1][C:2]1[CH:3]=[C:4]2[C:9](=[C:10]([Cl:12])[CH:11]=1)[N:8]=[CH:7][C:6]([C:13]#[N:14])=[C:5]2[NH:15][C:16]1[CH:21]=[CH:20][C:19]([F:22])=[C:18]([Cl:23])[CH:17]=1.[CH3:24][N:25]1[C:29]([CH3:30])=[C:28]([CH:31]=O)[N:27]=[CH:26]1.[BH3-]C#N.[Na+]. Product: [Cl:12][C:10]1[CH:11]=[C:2]([NH:1][CH2:31][C:28]2[N:27]=[CH:26][N:25]([CH3:24])[C:29]=2[CH3:30])[CH:3]=[C:4]2[C:9]=1[N:8]=[CH:7][C:6]([C:13]#[N:14])=[C:5]2[NH:15][C:16]1[CH:21]=[CH:20][C:19]([F:22])=[C:18]([Cl:23])[CH:17]=1. The catalyst class is: 14. (3) Reactant: [Br:1][C:2]1[N:3]([CH2:8][C:9]2[CH:14]=[CH:13][CH:12]=[C:11]([F:15])[CH:10]=2)[C:4](=[O:7])[NH:5][N:6]=1.Cl[CH2:17][C:18]([O:20][CH3:21])=[O:19].C(=O)([O-])[O-].[K+].[K+].Cl. Product: [CH3:21][O:20][C:18](=[O:19])[CH2:17][N:5]1[C:4](=[O:7])[N:3]([CH2:8][C:9]2[CH:14]=[CH:13][CH:12]=[C:11]([F:15])[CH:10]=2)[C:2]([Br:1])=[N:6]1. The catalyst class is: 115.